This data is from Forward reaction prediction with 1.9M reactions from USPTO patents (1976-2016). The task is: Predict the product of the given reaction. (1) Given the reactants [CH:1]([C:4]1([C:12]2[CH:17]=[CH:16][CH:15]=[CH:14][CH:13]=2)[NH:8][C:7](=S)[N:6]([CH3:10])[C:5]1=[O:11])([CH3:3])[CH3:2].[OH-].[NH4+].C(OO)(C)(C)C.C(#[N:28])C.O.[C:30]([OH:36])([C:32]([F:35])([F:34])[F:33])=[O:31], predict the reaction product. The product is: [F:33][C:32]([F:35])([F:34])[C:30]([OH:36])=[O:31].[NH2:28][C:7]1[N:6]([CH3:10])[C:5](=[O:11])[C:4]([CH:1]([CH3:3])[CH3:2])([C:12]2[CH:17]=[CH:16][CH:15]=[CH:14][CH:13]=2)[N:8]=1. (2) Given the reactants [C:1]([C:5]1[CH:24]=[C:23]([F:25])[CH:22]=[CH:21][C:6]=1[O:7][CH:8]1[CH2:13][CH2:12][N:11]([C:14]([C:16]2[N:20]=[CH:19][NH:18][N:17]=2)=[O:15])[CH2:10][CH2:9]1)([CH3:4])([CH3:3])[CH3:2].[CH3:26][S:27](Cl)(=[O:29])=[O:28], predict the reaction product. The product is: [C:1]([C:5]1[CH:24]=[C:23]([F:25])[CH:22]=[CH:21][C:6]=1[O:7][CH:8]1[CH2:9][CH2:10][N:11]([C:14]([C:16]2[N:20]=[CH:19][N:18]([S:27]([CH3:26])(=[O:29])=[O:28])[N:17]=2)=[O:15])[CH2:12][CH2:13]1)([CH3:4])([CH3:2])[CH3:3].